Dataset: Full USPTO retrosynthesis dataset with 1.9M reactions from patents (1976-2016). Task: Predict the reactants needed to synthesize the given product. (1) Given the product [CH2:15]([O:17][C:18]([C:20]1([CH2:35][O:14][C:11]2[CH:12]=[CH:13][C:8]([C:5]3[CH:4]=[CH:3][C:2]([Cl:1])=[CH:7][N:6]=3)=[CH:9][CH:10]=2)[CH2:24][CH2:23][N:22]([C:25](=[O:34])[C:26]2[CH:31]=[CH:30][CH:29]=[CH:28][C:27]=2[O:32][CH3:33])[CH2:21]1)=[O:19])[CH3:16], predict the reactants needed to synthesize it. The reactants are: [Cl:1][C:2]1[CH:3]=[CH:4][C:5]([C:8]2[CH:13]=[CH:12][C:11]([OH:14])=[CH:10][CH:9]=2)=[N:6][CH:7]=1.[CH2:15]([O:17][C:18]([C:20]1([CH2:35]I)[CH2:24][CH2:23][N:22]([C:25](=[O:34])[C:26]2[CH:31]=[CH:30][CH:29]=[CH:28][C:27]=2[O:32][CH3:33])[CH2:21]1)=[O:19])[CH3:16]. (2) The reactants are: Br[CH:2]=[C:3]1[O:7][C:6](=[O:8])[CH:5]=[CH:4]1.[F:9][C:10]1[CH:15]=[CH:14][C:13](B(O)O)=[CH:12][CH:11]=1.[F-].[Cs+]. Given the product [F:9][C:10]1[CH:15]=[CH:14][C:13](/[CH:2]=[C:3]2/[CH:4]=[CH:5][C:6](=[O:8])[O:7]/2)=[CH:12][CH:11]=1, predict the reactants needed to synthesize it. (3) Given the product [Cl:20][C:10]1[C:9]2[C:14](=[CH:15][CH:16]=[C:7]([C:28]([C:24]3[S:23][C:22]([CH3:21])=[N:26][C:25]=3[CH3:27])([C:30]3[N:34]([CH3:35])[N:33]=[N:32][CH:31]=3)[OH:29])[CH:8]=2)[N:13]=[C:12]([O:17][CH3:18])[C:11]=1[CH3:19], predict the reactants needed to synthesize it. The reactants are: C([Li])CCC.Br[C:7]1[CH:8]=[C:9]2[C:14](=[CH:15][CH:16]=1)[N:13]=[C:12]([O:17][CH3:18])[C:11]([CH3:19])=[C:10]2[Cl:20].[CH3:21][C:22]1[S:23][C:24]([C:28]([C:30]2[N:34]([CH3:35])[N:33]=[N:32][CH:31]=2)=[O:29])=[C:25]([CH3:27])[N:26]=1.O.